Dataset: Catalyst prediction with 721,799 reactions and 888 catalyst types from USPTO. Task: Predict which catalyst facilitates the given reaction. (1) Product: [Cl:1][C:2]1[CH:7]=[CH:6][C:5]([CH2:8][N:9]2[CH2:14][CH2:13][NH:12][CH2:11][CH2:10]2)=[C:4]([N:22]2[CH2:27][CH2:26][CH:25]([C:28]([N:30]3[CH2:34][CH2:33][CH2:32][CH2:31]3)=[O:29])[CH2:24][CH2:23]2)[CH:3]=1. Reactant: [Cl:1][C:2]1[CH:7]=[CH:6][C:5]([CH2:8][N:9]2[CH2:14][CH2:13][N:12](C(OC(C)(C)C)=O)[CH2:11][CH2:10]2)=[C:4]([N:22]2[CH2:27][CH2:26][CH:25]([C:28]([N:30]3[CH2:34][CH2:33][CH2:32][CH2:31]3)=[O:29])[CH2:24][CH2:23]2)[CH:3]=1.FC(F)(F)C(O)=O. The catalyst class is: 4. (2) Reactant: [N:1]1([CH2:7][C:8]2[CH:13]=[CH:12][C:11]([CH2:14][NH:15][C:16](=[O:18])[CH3:17])=[CH:10][CH:9]=2)[CH2:6][CH2:5][NH:4][CH2:3][CH2:2]1.[Cl:19][C:20]1[N:25]=[C:24]([Cl:26])[CH:23]=[CH:22][N:21]=1.C(=O)([O-])[O-].[K+].[K+].O. Product: [Cl:19][C:20]1[N:25]=[C:24]([N:4]2[CH2:5][CH2:6][N:1]([CH2:7][C:8]3[CH:9]=[CH:10][C:11]([CH2:14][NH:15][C:16](=[O:18])[CH3:17])=[CH:12][CH:13]=3)[CH2:2][CH2:3]2)[CH:23]=[CH:22][N:21]=1.[Cl:26][C:24]1[CH:23]=[CH:22][N:21]=[C:20]([N:4]2[CH2:5][CH2:6][N:1]([CH2:7][C:8]3[CH:9]=[CH:10][C:11]([CH2:14][NH:15][C:16](=[O:18])[CH3:17])=[CH:12][CH:13]=3)[CH2:2][CH2:3]2)[N:25]=1. The catalyst class is: 10. (3) Reactant: [NH2:1][C:2]1[CH:3]=[C:4]([CH:10]=[CH:11][C:12]=1[NH:13][CH:14]1[CH2:21][CH2:20][CH2:19][CH2:18][CH2:17][CH2:16][CH2:15]1)[C:5]([O:7][CH2:8][CH3:9])=[O:6].CI.[C:24](=O)([O-])[O-].[K+].[K+]. Product: [CH:14]1([NH:13][C:12]2[CH:11]=[CH:10][C:4]([C:5]([O:7][CH2:8][CH3:9])=[O:6])=[CH:3][C:2]=2[NH:1][CH3:24])[CH2:21][CH2:20][CH2:19][CH2:18][CH2:17][CH2:16][CH2:15]1. The catalyst class is: 18. (4) Reactant: [NH2:1][C:2]1[CH:11]=[C:10]([F:12])[C:9]([F:13])=[CH:8][C:3]=1[C:4]([O:6][CH3:7])=[O:5].C1C(=O)N([Cl:21])C(=O)C1.O.C(Cl)Cl. Product: [NH2:1][C:2]1[C:11]([Cl:21])=[C:10]([F:12])[C:9]([F:13])=[CH:8][C:3]=1[C:4]([O:6][CH3:7])=[O:5]. The catalyst class is: 3. (5) Reactant: Cl[C:2](Cl)([O:4]C(=O)OC(Cl)(Cl)Cl)Cl.[C:13]([O:16][C:17]1[CH:29]=[C:28]([CH2:30][NH:31][C:32]2[CH:37]=[CH:36][C:35]([O:38][C:39](=[O:41])[CH3:40])=[CH:34][C:33]=2[OH:42])[CH:27]=[CH:26][C:18]=1[O:19][CH2:20][C:21]([O:23][CH2:24][CH3:25])=[O:22])(=[O:15])[CH3:14].CCN(CC)CC. Product: [C:13]([O:16][C:17]1[CH:29]=[C:28]([CH2:30][N:31]2[C:32]3[CH:37]=[CH:36][C:35]([O:38][C:39](=[O:41])[CH3:40])=[CH:34][C:33]=3[O:42][C:2]2=[O:4])[CH:27]=[CH:26][C:18]=1[O:19][CH2:20][C:21]([O:23][CH2:24][CH3:25])=[O:22])(=[O:15])[CH3:14]. The catalyst class is: 2.